This data is from Full USPTO retrosynthesis dataset with 1.9M reactions from patents (1976-2016). The task is: Predict the reactants needed to synthesize the given product. (1) Given the product [C:15]1([P:14](=[O:25])([C:11]2[CH:12]=[CH:13][CH:8]=[CH:9][CH:10]=2)[C:2]2[CH:7]=[CH:6][CH:5]=[CH:4][N:3]=2)[CH:20]=[CH:19][CH:18]=[CH:17][CH:16]=1, predict the reactants needed to synthesize it. The reactants are: F[C:2]1[CH:7]=[CH:6][CH:5]=[CH:4][N:3]=1.[CH:8]1[CH:13]=[CH:12][C:11]([P-:14][C:15]2[CH:20]=[CH:19][CH:18]=[CH:17][CH:16]=2)=[CH:10][CH:9]=1.[K+].C1C[O:25]CC1. (2) Given the product [C:22]([O:30][CH:31]1[CH2:32][C:33]([CH3:40])([CH3:41])[N:34]([O:39][CH:15]2[CH2:20][CH2:19][CH2:18][CH2:17][CH:16]2[OH:21])[C:35]([CH3:38])([CH3:37])[CH2:36]1)(=[O:29])[C:23]1[CH:24]=[CH:25][CH:26]=[CH:27][CH:28]=1, predict the reactants needed to synthesize it. The reactants are: C([SnH](CCCC)CCCC)CCC.Br[CH:15]1[CH2:20][CH2:19][CH2:18][CH2:17][CH:16]1[OH:21].[C:22]([O:30][CH:31]1[CH2:36][C:35]([CH3:38])([CH3:37])[N:34]([OH:39])[C:33]([CH3:41])([CH3:40])[CH2:32]1)(=[O:29])[C:23]1[CH:28]=[CH:27][CH:26]=[CH:25][CH:24]=1.CCCCCCC. (3) Given the product [Cl:1][C:2]1[C:11](/[CH:12]=[C:21](/[C:17]2[S:16][CH:20]=[CH:19][CH:18]=2)\[C:22]#[N:23])=[CH:10][C:9]2[C:4](=[CH:5][CH:6]=[C:7]([O:14][CH3:15])[CH:8]=2)[N:3]=1, predict the reactants needed to synthesize it. The reactants are: [Cl:1][C:2]1[C:11]([CH:12]=O)=[CH:10][C:9]2[C:4](=[CH:5][CH:6]=[C:7]([O:14][CH3:15])[CH:8]=2)[N:3]=1.[S:16]1[CH:20]=[CH:19][CH:18]=[C:17]1[CH2:21][C:22]#[N:23].